Task: Predict the product of the given reaction.. Dataset: Forward reaction prediction with 1.9M reactions from USPTO patents (1976-2016) (1) Given the reactants CC(O)=O.[Cl:5][C:6]1[CH:22]=[CH:21][CH:20]=[C:19]([Cl:23])[C:7]=1[CH2:8][O:9][C:10]1[C:11]([N+:16]([O-])=O)=[N:12][CH:13]=[CH:14][CH:15]=1, predict the reaction product. The product is: [Cl:5][C:6]1[CH:22]=[CH:21][CH:20]=[C:19]([Cl:23])[C:7]=1[CH2:8][O:9][C:10]1[C:11]([NH2:16])=[N:12][CH:13]=[CH:14][CH:15]=1. (2) Given the reactants [OH:1][C:2]1[CH:10]=[CH:9][CH:8]=[C:7]2[C:3]=1[CH:4]=[CH:5][NH:6]2.[Cl:11][CH2:12][CH2:13]O.C1(P(C2C=CC=CC=2)C2C=CC=CC=2)C=CC=CC=1.N(C(OCC)=O)=NC(OCC)=O, predict the reaction product. The product is: [Cl:11][CH2:12][CH2:13][O:1][C:2]1[CH:10]=[CH:9][CH:8]=[C:7]2[C:3]=1[CH:4]=[CH:5][NH:6]2. (3) Given the reactants [CH3:1][O:2][C:3]1[CH:8]=[CH:7][C:6]([CH:9]([CH3:13])[C:10]([OH:12])=O)=[CH:5][C:4]=1[N+:14]([O-:16])=[O:15].[CH3:17][O:18][C:19](=[O:29])[C:20]1[C:25]([Cl:26])=[CH:24][C:23]([Cl:27])=[CH:22][C:21]=1[NH2:28].ClCCl, predict the reaction product. The product is: [CH3:17][O:18][C:19](=[O:29])[C:20]1[C:25]([Cl:26])=[CH:24][C:23]([Cl:27])=[CH:22][C:21]=1[NH:28][C:10](=[O:12])[CH:9]([C:6]1[CH:7]=[CH:8][C:3]([O:2][CH3:1])=[C:4]([N+:14]([O-:16])=[O:15])[CH:5]=1)[CH3:13]. (4) Given the reactants [CH2:1]([O:4][CH2:5][C:6]1[CH:11]=[CH:10][C:9]([C:12]2[CH:17]=[CH:16][C:15]([CH2:18][N:19]3[CH2:23][C:22]4([CH2:28][CH2:27][CH2:26][CH2:25][CH2:24]4)[O:21][C:20]3=[O:29])=[CH:14][CH:13]=2)=[CH:8][CH:7]=1)[CH:2]=C.NC(N)=S.C(Cl)Cl.C[OH:38], predict the reaction product. The product is: [O:29]=[C:20]1[N:19]([CH2:18][C:15]2[CH:14]=[CH:13][C:12]([C:9]3[CH:8]=[CH:7][C:6]([CH2:5][O:4][CH2:1][CH:2]=[O:38])=[CH:11][CH:10]=3)=[CH:17][CH:16]=2)[CH2:23][C:22]2([CH2:28][CH2:27][CH2:26][CH2:25][CH2:24]2)[O:21]1. (5) Given the reactants [CH3:1][N:2]1[C:7](=[O:8])[CH:6]=[CH:5][C:4]([C:9]([OH:11])=O)=[CH:3]1.C(Cl)(=O)C(Cl)=O.[Br:18][C:19]1[CH:24]=[CH:23][C:22]([CH2:25]Br)=[C:21]([Cl:27])[CH:20]=1, predict the reaction product. The product is: [Br:18][C:19]1[CH:24]=[CH:23][C:22]([CH2:25][C:9]([C:4]2[CH:5]=[CH:6][C:7](=[O:8])[N:2]([CH3:1])[CH:3]=2)=[O:11])=[C:21]([Cl:27])[CH:20]=1. (6) The product is: [CH2:32]([O:31][C:29](=[O:30])[CH2:28][O:1][C:2]1[CH:7]=[CH:6][C:5]([CH:8]([CH3:9])[CH3:10])=[CH:4][C:3]=1[CH2:11][N:12]1[CH2:17][CH2:16][N:15]([S:18]([C:21]2[CH:22]=[CH:23][CH:24]=[CH:25][CH:26]=2)(=[O:20])=[O:19])[CH2:14][CH2:13]1)[CH3:33]. Given the reactants [OH:1][C:2]1[CH:7]=[CH:6][C:5]([CH:8]([CH3:10])[CH3:9])=[CH:4][C:3]=1[CH2:11][N:12]1[CH2:17][CH2:16][N:15]([S:18]([C:21]2[CH:26]=[CH:25][CH:24]=[CH:23][CH:22]=2)(=[O:20])=[O:19])[CH2:14][CH2:13]1.Br[CH2:28][C:29]([O:31][CH2:32][CH3:33])=[O:30].C(=O)([O-])[O-].[K+].[K+].O, predict the reaction product. (7) Given the reactants [H-].C([Al+]CC(C)C)C(C)C.CCCCCC.[Br:17][CH2:18][C:19]1[CH:28]=[CH:27][C:22]([C:23](OC)=[O:24])=[CH:21][CH:20]=1.O, predict the reaction product. The product is: [Br:17][CH2:18][C:19]1[CH:28]=[CH:27][C:22]([CH2:23][OH:24])=[CH:21][CH:20]=1. (8) The product is: [CH2:18]([N:8]([CH2:7][C:5]1[S:6][C:2]([Br:1])=[CH:3][CH:4]=1)[S:9]([C:12]1[CH:17]=[CH:16][CH:15]=[CH:14][C:13]=1[C:18]([F:19])([F:21])[F:20])(=[O:11])=[O:10])[C:13]1[CH:14]=[CH:15][CH:16]=[CH:17][CH:12]=1. Given the reactants [Br:1][C:2]1[S:6][C:5]([CH2:7][NH:8][S:9]([C:12]2[CH:17]=[CH:16][CH:15]=[CH:14][C:13]=2[C:18]([F:21])([F:20])[F:19])(=[O:11])=[O:10])=[CH:4][CH:3]=1.[H-].[Na+], predict the reaction product. (9) Given the reactants [CH2:1]([O:3][C:4](=[O:17])[CH:5]=[C:6]([O:8][C:9]1[CH:14]=[CH:13][C:12]([O:15][CH3:16])=[CH:11][CH:10]=1)[CH3:7])[CH3:2].[Br:18]N1C(=O)CCC1=O.C(OOC(=O)C1C=CC=CC=1)(=O)C1C=CC=CC=1, predict the reaction product. The product is: [CH2:1]([O:3][C:4](=[O:17])[CH:5]=[C:6]([O:8][C:9]1[CH:10]=[CH:11][C:12]([O:15][CH3:16])=[CH:13][CH:14]=1)[CH2:7][Br:18])[CH3:2]. (10) The product is: [Cl:1][C:2]1[CH:3]=[C:4]([C:5](=[O:6])[C:11]#[N:13])[CH:8]=[CH:9][CH:10]=1. Given the reactants [Cl:1][C:2]1[CH:3]=[C:4]([CH:8]=[CH:9][CH:10]=1)[C:5](Cl)=[O:6].[C:11](#[N:13])C, predict the reaction product.